From a dataset of CYP2C9 inhibition data for predicting drug metabolism from PubChem BioAssay. Regression/Classification. Given a drug SMILES string, predict its absorption, distribution, metabolism, or excretion properties. Task type varies by dataset: regression for continuous measurements (e.g., permeability, clearance, half-life) or binary classification for categorical outcomes (e.g., BBB penetration, CYP inhibition). Dataset: cyp2c9_veith. The molecule is Cc1ccc(C)c([C@@H]2NC(=O)c3ccccc3N2)c1. The result is 0 (non-inhibitor).